This data is from Full USPTO retrosynthesis dataset with 1.9M reactions from patents (1976-2016). The task is: Predict the reactants needed to synthesize the given product. Given the product [Br:1][C:2]1[CH:3]=[C:4]2[C:9]3=[C:10]([N:12]([CH3:15])[C:13](=[O:14])[N:8]3[CH:7]([C:16]([OH:18])=[O:17])[CH2:6][CH2:5]2)[CH:11]=1, predict the reactants needed to synthesize it. The reactants are: [Br:1][C:2]1[CH:3]=[C:4]2[C:9]3=[C:10]([N:12]([CH3:15])[C:13](=[O:14])[N:8]3[CH:7]([C:16]([O:18]C)=[O:17])[CH2:6][CH2:5]2)[CH:11]=1.CO.[OH-].[Li+].Cl.